Dataset: Full USPTO retrosynthesis dataset with 1.9M reactions from patents (1976-2016). Task: Predict the reactants needed to synthesize the given product. (1) Given the product [CH3:10][NH:9][C:7](=[O:8])[CH2:6][O:5][C:4]1[CH:11]=[C:12]([N+:14]([O-:16])=[O:15])[CH:13]=[C:2]([C:21]2[CH:20]=[N:19][N:18]([CH3:17])[CH:22]=2)[CH:3]=1, predict the reactants needed to synthesize it. The reactants are: Br[C:2]1[CH:3]=[C:4]([CH:11]=[C:12]([N+:14]([O-:16])=[O:15])[CH:13]=1)[O:5][CH2:6][C:7]([NH:9][CH3:10])=[O:8].[CH3:17][N:18]1[CH:22]=[C:21](B2OC(C)(C)C(C)(C)O2)[CH:20]=[N:19]1.C([O-])([O-])=O.[Na+].[Na+]. (2) The reactants are: [C:1]([NH:9][C:10]1[CH:15]=[CH:14][CH:13]=[CH:12][C:11]=1[C:16](=[C:30]1[CH2:35][CH2:34][NH:33][CH2:32][CH2:31]1)[C:17]1[CH:29]=[CH:28][C:20]([C:21]([N:23]([CH2:26][CH3:27])[CH2:24][CH3:25])=[O:22])=[CH:19][CH:18]=1)(=[O:8])[C:2]1[CH:7]=[CH:6][CH:5]=C[CH:3]=1.CC(OC(N1CCC(=C(C2C=CC=CC=2N)C2C=CC(C(N(CC)CC)=O)=CC=2)CC1)=O)(C)C.C1(C(Cl)=O)CCCC1.C(O)(C(F)(F)F)=O. Given the product [CH:2]1([C:1]([NH:9][C:10]2[CH:15]=[CH:14][CH:13]=[CH:12][C:11]=2[C:16](=[C:30]2[CH2:31][CH2:32][NH:33][CH2:34][CH2:35]2)[C:17]2[CH:18]=[CH:19][C:20]([C:21]([N:23]([CH2:26][CH3:27])[CH2:24][CH3:25])=[O:22])=[CH:28][CH:29]=2)=[O:8])[CH2:3][CH2:5][CH2:6][CH2:7]1, predict the reactants needed to synthesize it. (3) The reactants are: [Cl:1][C:2]1[CH:9]=[CH:8][C:5]([CH:6]=O)=[C:4]([F:10])[CH:3]=1.[CH3:11][C:12]1([CH3:20])[O:19][C:17](=[O:18])[CH2:16][C:14](=[O:15])[O:13]1.[F:21][C:22]1[CH:23]=[C:24]2[C:28](=[C:29]([CH2:31][S:32][CH3:33])[CH:30]=1)[NH:27][CH:26]=[CH:25]2. Given the product [Cl:1][C:2]1[CH:9]=[CH:8][C:5]([CH:6]([C:25]2[C:24]3[C:28](=[C:29]([CH2:31][S:32][CH3:33])[CH:30]=[C:22]([F:21])[CH:23]=3)[NH:27][CH:26]=2)[CH:16]2[C:17](=[O:18])[O:19][C:12]([CH3:20])([CH3:11])[O:13][C:14]2=[O:15])=[C:4]([F:10])[CH:3]=1, predict the reactants needed to synthesize it. (4) Given the product [CH:1]1([C:4]2[N:5]=[C:6]3[C:12]([C:13]([NH:25][C@H:26]([C:34]([CH3:37])([CH3:36])[CH3:35])[C:27](=[O:28])[N:29]4[CH2:30][CH2:31][CH2:32][CH2:33]4)=[O:15])=[CH:11][N:10]([CH2:16][O:17][CH2:18][CH2:19][Si:20]([CH3:21])([CH3:22])[CH3:23])[C:7]3=[N:8][CH:9]=2)[CH2:2][CH2:3]1, predict the reactants needed to synthesize it. The reactants are: [CH:1]1([C:4]2[N:5]=[C:6]3[C:12]([C:13]([OH:15])=O)=[CH:11][N:10]([CH2:16][O:17][CH2:18][CH2:19][Si:20]([CH3:23])([CH3:22])[CH3:21])[C:7]3=[N:8][CH:9]=2)[CH2:3][CH2:2]1.Cl.[NH2:25][C@H:26]([C:34]([CH3:37])([CH3:36])[CH3:35])[C:27]([N:29]1[CH2:33][CH2:32][CH2:31][CH2:30]1)=[O:28].C1C=CC2N(O)N=NC=2C=1.C(Cl)CCl.C(N(CC)C(C)C)(C)C. (5) Given the product [BrH:1].[NH2:10][C@H:11]1[CH2:16][CH2:15][O:14][CH2:13][C@H:12]1[C:17]([O:19][CH2:20][CH3:21])=[O:18], predict the reactants needed to synthesize it. The reactants are: [BrH:1].C1([C@@H]([NH:10][C@H:11]2[CH2:16][CH2:15][O:14][CH2:13][C@H:12]2[C:17]([O:19][CH2:20][CH3:21])=[O:18])C)C=CC=CC=1. (6) Given the product [CH3:1][O:2][C:3](=[O:38])[C:4]1[CH:9]=[CH:8][C:7]([CH2:10][N:11]2[CH:15]=[C:14]([C:16]3[CH:21]=[CH:20][C:19]([Cl:22])=[CH:18][C:17]=3[Cl:23])[N:13]=[C:12]2[CH2:24][C:25]2[CH:30]=[CH:29][C:28]([C:31]3[CH:32]=[CH:33][C:34]([O:37][C:46]4[CH:47]=[CH:48][C:43]([C:39]([CH3:42])([CH3:41])[CH3:40])=[CH:44][CH:45]=4)=[CH:35][CH:36]=3)=[CH:27][CH:26]=2)=[CH:6][CH:5]=1, predict the reactants needed to synthesize it. The reactants are: [CH3:1][O:2][C:3](=[O:38])[C:4]1[CH:9]=[CH:8][C:7]([CH2:10][N:11]2[CH:15]=[C:14]([C:16]3[CH:21]=[CH:20][C:19]([Cl:22])=[CH:18][C:17]=3[Cl:23])[N:13]=[C:12]2[CH2:24][C:25]2[CH:30]=[CH:29][C:28]([C:31]3[CH:36]=[CH:35][C:34]([OH:37])=[CH:33][CH:32]=3)=[CH:27][CH:26]=2)=[CH:6][CH:5]=1.[C:39]([C:43]1[CH:48]=[CH:47][C:46](B(O)O)=[CH:45][CH:44]=1)([CH3:42])([CH3:41])[CH3:40]. (7) Given the product [NH2:19][C:12]1[C:13]2[C:18](=[CH:17][CH:16]=[CH:15][CH:14]=2)[C:9]([O:8][C:6]2[CH:5]=[CH:4][N:3]=[C:2]([NH:25][C:24]3[CH:26]=[C:27]([O:29][CH2:30][CH2:31][N:32]4[CH2:37][CH2:36][O:35][CH2:34][CH2:33]4)[CH:28]=[C:22]([O:21][CH3:20])[CH:23]=3)[CH:7]=2)=[CH:10][CH:11]=1, predict the reactants needed to synthesize it. The reactants are: Cl[C:2]1[CH:7]=[C:6]([O:8][C:9]2[C:18]3[C:13](=[CH:14][CH:15]=[CH:16][CH:17]=3)[C:12]([NH2:19])=[CH:11][CH:10]=2)[CH:5]=[CH:4][N:3]=1.[CH3:20][O:21][C:22]1[CH:23]=[C:24]([CH:26]=[C:27]([O:29][CH2:30][CH2:31][N:32]2[CH2:37][CH2:36][O:35][CH2:34][CH2:33]2)[CH:28]=1)[NH2:25].Cl.O1CCOCC1. (8) Given the product [C:1]([N:5]=[CH:6][C:7]([CH3:12])([OH:11])[CH:8]([CH3:9])[CH3:10])([CH3:4])([CH3:3])[CH3:2], predict the reactants needed to synthesize it. The reactants are: [C:1]([N:5]=[CH:6][C:7](=[O:11])[CH:8]([CH3:10])[CH3:9])([CH3:4])([CH3:3])[CH3:2].[CH3:12][Li]. (9) Given the product [O:28]1[C:32]2[CH:33]=[CH:34][C:35]([C:2]3[CH:3]=[N:4][C:5]([N:8]4[C:16]5[C:11](=[CH:12][CH:13]=[C:14]([C:17]([N:19]6[CH2:24][CH2:23][O:22][CH2:21][CH2:20]6)=[O:18])[CH:15]=5)[C:10]([S:25]([CH3:27])=[O:26])=[CH:9]4)=[N:6][CH:7]=3)=[CH:36][C:31]=2[O:30][CH2:29]1, predict the reactants needed to synthesize it. The reactants are: Br[C:2]1[CH:3]=[N:4][C:5]([N:8]2[C:16]3[C:11](=[CH:12][CH:13]=[C:14]([C:17]([N:19]4[CH2:24][CH2:23][O:22][CH2:21][CH2:20]4)=[O:18])[CH:15]=3)[C:10]([S:25]([CH3:27])=[O:26])=[CH:9]2)=[N:6][CH:7]=1.[O:28]1[C:32]2[CH:33]=[CH:34][C:35](B(O)O)=[CH:36][C:31]=2[O:30][CH2:29]1.